This data is from Forward reaction prediction with 1.9M reactions from USPTO patents (1976-2016). The task is: Predict the product of the given reaction. (1) Given the reactants [Br:1][C:2]1[CH:3]=[CH:4][C:5](F)=[C:6]([CH:9]=1)[CH:7]=[O:8].[NH:11]1[CH2:15][CH2:14][CH2:13][CH:12]1[CH2:16][CH2:17][CH2:18][C:19]([OH:21])=[O:20].[C:22](=O)([O-])[O-].[K+].[K+].Cl, predict the reaction product. The product is: [Br:1][C:2]1[CH:3]=[CH:4][C:5]([N:11]2[CH2:15][CH2:14][CH2:13][CH:12]2[CH2:16][CH2:17][CH2:18][C:19]([O:21][CH3:22])=[O:20])=[C:6]([CH:7]=[O:8])[CH:9]=1. (2) The product is: [CH2:17]([C:16]1[N:13]=[C:12]([N:9]2[CH2:8][CH2:7][CH:6]([C@H:4]([CH3:5])[CH2:3][CH2:2][OH:1])[CH2:11][CH2:10]2)[O:14][N:15]=1)[CH3:18]. Given the reactants [OH:1][CH2:2][CH2:3][C@H:4]([CH:6]1[CH2:11][CH2:10][N:9]([C:12]#[N:13])[CH2:8][CH2:7]1)[CH3:5].[OH:14][NH:15][C:16](=N)[CH2:17][CH3:18], predict the reaction product.